The task is: Predict the reactants needed to synthesize the given product.. This data is from Full USPTO retrosynthesis dataset with 1.9M reactions from patents (1976-2016). (1) Given the product [C:22]([N:11]1[C@@H:7]([C:1]2[CH:2]=[CH:3][CH:4]=[CH:5][CH:6]=2)[CH2:8][CH2:9][C@H:10]1[C:12]([OH:14])=[O:13])([O:24][C:25]([CH3:28])([CH3:27])[CH3:26])=[O:23], predict the reactants needed to synthesize it. The reactants are: [C:1]1([C:7]2[CH2:8][CH2:9][C@@H:10]([C:12]([O:14]CC3C=CC=CC=3)=[O:13])[N:11]=2)[CH:6]=[CH:5][CH:4]=[CH:3][CH:2]=1.[C:22](O[C:22]([O:24][C:25]([CH3:28])([CH3:27])[CH3:26])=[O:23])([O:24][C:25]([CH3:28])([CH3:27])[CH3:26])=[O:23].[OH-].[Na+]. (2) Given the product [CH2:1]([O:8][C:9]1[C:10]([O:25][CH3:26])=[CH:11][C:12]([C:13]([O:15][CH2:16][C:17]2[CH:18]=[CH:19][CH:20]=[CH:21][CH:22]=2)=[O:14])=[C:23]([N+:36]([O-:38])=[O:37])[CH:24]=1)[C:2]1[CH:7]=[CH:6][CH:5]=[CH:4][CH:3]=1, predict the reactants needed to synthesize it. The reactants are: [CH2:1]([O:8][C:9]1[CH:24]=[CH:23][C:12]([C:13]([O:15][CH2:16][C:17]2[CH:22]=[CH:21][CH:20]=[CH:19][CH:18]=2)=[O:14])=[CH:11][C:10]=1[O:25][CH3:26])[C:2]1[CH:7]=[CH:6][CH:5]=[CH:4][CH:3]=1.C(O)(=O)C.S(=O)(=O)(O)O.[N+:36]([O-])([OH:38])=[O:37]. (3) Given the product [Br:1][C:2]1[CH:3]=[C:4]2[C:9](=[CH:10][CH:11]=1)[N:8]=[CH:7][CH:6]=[C:5]2[O:13][CH2:14][CH3:15], predict the reactants needed to synthesize it. The reactants are: [Br:1][C:2]1[CH:3]=[C:4]2[C:9](=[CH:10][CH:11]=1)[N:8]=[CH:7][CH:6]=[C:5]2Cl.[O-:13][CH2:14][CH3:15].[Na+]. (4) The reactants are: [N:1]1[CH:2]=[C:3]([C:10]2[CH:11]=[C:12]3[C:17](=[C:18]([O:20]COCC[Si](C)(C)C)[CH:19]=2)[N:16]=[CH:15][N:14](COCC[Si](C)(C)C)[C:13]3=[O:37])[N:4]2[CH:9]=[CH:8][CH:7]=[CH:6][C:5]=12. Given the product [OH:20][C:18]1[CH:19]=[C:10]([C:3]2[N:4]3[CH:9]=[CH:8][CH:7]=[CH:6][C:5]3=[N:1][CH:2]=2)[CH:11]=[C:12]2[C:17]=1[N:16]=[CH:15][NH:14][C:13]2=[O:37], predict the reactants needed to synthesize it.